Dataset: Peptide-MHC class I binding affinity with 185,985 pairs from IEDB/IMGT. Task: Regression. Given a peptide amino acid sequence and an MHC pseudo amino acid sequence, predict their binding affinity value. This is MHC class I binding data. (1) The peptide sequence is ITNKVNSVI. The MHC is Mamu-A02 with pseudo-sequence Mamu-A02. The binding affinity (normalized) is 1.00. (2) The peptide sequence is YSSSIIAIL. The MHC is Mamu-A01 with pseudo-sequence Mamu-A01. The binding affinity (normalized) is 0.957. (3) The peptide sequence is AENLYVTVF. The MHC is HLA-B18:01 with pseudo-sequence HLA-B18:01. The binding affinity (normalized) is 0.620. (4) The MHC is HLA-B51:01 with pseudo-sequence HLA-B51:01. The binding affinity (normalized) is 0.147. The peptide sequence is TPTIEDDKIV. (5) The peptide sequence is FSEVMEDLF. The MHC is Mamu-B17 with pseudo-sequence Mamu-B17. The binding affinity (normalized) is 0.333. (6) The peptide sequence is MVRQMRAAL. The MHC is HLA-B45:06 with pseudo-sequence HLA-B45:06. The binding affinity (normalized) is 0.213. (7) The peptide sequence is IVIWGQVPK. The MHC is Mamu-A70103 with pseudo-sequence Mamu-A70103. The binding affinity (normalized) is 0.248. (8) The peptide sequence is SSPPIPMSR. The MHC is HLA-A11:01 with pseudo-sequence HLA-A11:01. The binding affinity (normalized) is 0.445.